This data is from Full USPTO retrosynthesis dataset with 1.9M reactions from patents (1976-2016). The task is: Predict the reactants needed to synthesize the given product. (1) Given the product [CH3:40][O:41][C:42]([C:44]1[CH:49]=[CH:48][C:47]([C:50]2[CH2:51][O:52][CH2:53][CH:54]=2)=[C:46]([O:55][CH2:56][CH:57]2[CH2:59][CH2:58]2)[N:45]=1)=[O:43].[CH3:1][O:2][C:3]([C:5]1[CH:10]=[CH:9][C:8]([C:18]2[O:17][CH2:21][CH2:20][CH:19]=2)=[C:7]([O:12][CH2:13][CH:14]2[CH2:16][CH2:15]2)[N:6]=1)=[O:4], predict the reactants needed to synthesize it. The reactants are: [CH3:1][O:2][C:3]([C:5]1[CH:10]=[CH:9][C:8](Br)=[C:7]([O:12][CH2:13][CH:14]2[CH2:16][CH2:15]2)[N:6]=1)=[O:4].[O:17]1[CH2:21][CH:20]=[CH:19][CH2:18]1.C([O-])(=O)C.[Na+].C(P(C(C)(C)C)C(C)(C)C)(C)(C)C.[CH3:40][O:41][C:42]([C:44]1[CH:49]=[CH:48][C:47]([C:50]2[CH2:51][O:52][CH2:53][CH:54]=2)=[C:46]([O:55][CH2:56][CH:57]2[CH2:59][CH2:58]2)[N:45]=1)=[O:43]. (2) Given the product [F:1][C:2]1[CH:24]=[C:23]([CH:22]=[CH:21][C:3]=1[C:4]1[O:5][C:8]2[CH:9]=[CH:10][C:11]([S:13][C:14]3[CH:15]=[CH:16][CH:17]=[CH:18][CH:19]=3)=[CH:12][C:7]=2[N:6]=1)[CH:25]=[O:26], predict the reactants needed to synthesize it. The reactants are: [F:1][C:2]1[CH:24]=[C:23]([CH:25]=[O:26])[CH:22]=[CH:21][C:3]=1[C:4]([NH:6][C:7]1[CH:12]=[C:11]([S:13][C:14]2[CH:19]=[CH:18][CH:17]=[CH:16][CH:15]=2)[CH:10]=[CH:9][C:8]=1O)=[O:5].C1(C)C=CC(S([O-])(=O)=O)=CC=1.[NH+]1C=CC=CC=1. (3) Given the product [ClH:34].[Br:1][C:2]1[CH:3]=[C:4]([NH:10][C:11]2[N:16]=[C:15]([NH:17][CH:18]3[CH2:19][CH2:20][CH2:21][CH2:22][CH2:23][CH2:24]3)[N:14]=[C:13]([N:25]([CH3:33])[CH:26]3[CH2:27][CH2:28][N:29]([CH3:32])[CH2:30][CH2:31]3)[N:12]=2)[CH:5]=[CH:6][C:7]=1[O:8][CH3:9], predict the reactants needed to synthesize it. The reactants are: [Br:1][C:2]1[CH:3]=[C:4]([NH:10][C:11]2[N:16]=[C:15]([NH:17][CH:18]3[CH2:24][CH2:23][CH2:22][CH2:21][CH2:20][CH2:19]3)[N:14]=[C:13]([N:25]([CH3:33])[CH:26]3[CH2:31][CH2:30][N:29]([CH3:32])[CH2:28][CH2:27]3)[N:12]=2)[CH:5]=[CH:6][C:7]=1[O:8][CH3:9].[ClH:34]. (4) The reactants are: [Cl:1][C:2]1[CH:18]=[CH:17][C:5]([O:6][C:7]2[CH:12]=[CH:11][C:10]([OH:13])=[C:9]([CH2:14][CH2:15][CH3:16])[CH:8]=2)=[CH:4][CH:3]=1.[S:19](O[S:19]([C:22]([F:25])([F:24])[F:23])(=[O:21])=[O:20])([C:22]([F:25])([F:24])[F:23])(=[O:21])=[O:20]. Given the product [F:23][C:22]([F:25])([F:24])[S:19]([O:13][C:10]1[CH:11]=[CH:12][C:7]([O:6][C:5]2[CH:17]=[CH:18][C:2]([Cl:1])=[CH:3][CH:4]=2)=[CH:8][C:9]=1[CH2:14][CH2:15][CH3:16])(=[O:21])=[O:20], predict the reactants needed to synthesize it. (5) Given the product [OH:1][C:2]1[N:7]=[CH:6][N:5]=[C:4]([C:8]([O:10][CH3:15])=[O:9])[CH:3]=1, predict the reactants needed to synthesize it. The reactants are: [OH:1][C:2]1[N:7]=[CH:6][N:5]=[C:4]([C:8]([OH:10])=[O:9])[CH:3]=1.S(Cl)(Cl)=O.[CH3:15]O. (6) Given the product [OH:27][C:24]1[CH:23]=[CH:22][C:21]([CH2:20][C@H:18]([NH:19][C:12]2[S:11][CH:1]=[C:2]([C:4]3[CH:9]=[CH:8][CH:7]=[CH:6][CH:5]=3)[N:13]=2)[C:17]([O:16][CH3:15])=[O:28])=[CH:26][CH:25]=1, predict the reactants needed to synthesize it. The reactants are: [CH2:1](Cl)[C:2]([C:4]1[CH:9]=[CH:8][CH:7]=[CH:6][CH:5]=1)=O.[S-:11][C:12]#[N:13].[Na+].[CH3:15][O:16][C:17](=[O:28])[C@H:18]([CH2:20][C:21]1[CH:26]=[CH:25][C:24]([OH:27])=[CH:23][CH:22]=1)[NH2:19].